This data is from Forward reaction prediction with 1.9M reactions from USPTO patents (1976-2016). The task is: Predict the product of the given reaction. Given the reactants C([NH:8][C:9]1[N:17]=[CH:16][N:15]=[C:14]2[C:10]=1[N:11]=[CH:12][N:13]2[C@@H:18]1[O:24][C@H:23]([CH2:25][OH:26])[C@@H:21]([OH:22])[C@H:19]1[OH:20])C1C=CC=CC=1.[Cl:27]N1C(=O)CCC1=O, predict the reaction product. The product is: [Cl:27][C:12]1[N:13]([C:14]2[N:15]=[CH:16][N:17]=[C:9]([NH2:8])[C:10]=2[N:11]=1)[C@@H:18]1[O:24][C@H:23]([CH2:25][OH:26])[C@@H:21]([OH:22])[C@H:19]1[OH:20].